Dataset: Experimentally validated miRNA-target interactions with 360,000+ pairs, plus equal number of negative samples. Task: Binary Classification. Given a miRNA mature sequence and a target amino acid sequence, predict their likelihood of interaction. (1) The miRNA is hsa-miR-3661 with sequence UGACCUGGGACUCGGACAGCUG. The protein sequence of the target gene is MRRPPGNGEAASEGPGGWGLWGVQESRRLCCAGHDRCKQALLQIGINMMALPGGRHLDSVTLPGQRLHLMQVDSVQRWMEDLKLMTECECMCVLQAKPISLEEDAQGDLILAGGPGPGDPLQLLLKRGWVISTELRRIGQKLAQDRWARVHSMSVRLTCHARSMVSEYSAVSRNSLKEMGEIEKLLMEKCSELSAVTERCLQVENEHVLKSMKACVSETLSMLGQHFGQLLELALTREVQALVRKIDASDNIYTTESTTGNLFSLTQEGAPLCRIIAKEGGVVALFKVCRQDSFRCLYPQ.... Result: 0 (no interaction). (2) The miRNA is hsa-miR-6508-5p with sequence UCUAGAAAUGCAUGACCCACC. Result: 0 (no interaction). The protein sequence of the target gene is MLGFVGRVAAAPASGALRRLTPSASLPPAQLLLRAAPTAVHPVRDYAAQTSPSPKAGAATGRIVAVIGAVVDVQFDEGLPPILNALEVQGRETRLVLEVAQHLGESTVRTIAMDGTEGLVRGQKVLDSGAPIKIPVGPETLGRIMNVIGEPIDERGPIKTKQFAPIHAEAPEFMEMSVEQEILVTGIKVVDLLAPYAKGGKIGLFGGAGVGKTVLIMELINNVAKAHGGYSVFAGVGERTREGNDLYHEMIESGVINLKDATSKVALVYGQMNEPPGARARVALTGLTVAEYFRDQEGQD.... (3) The miRNA is mmu-miR-466e-3p with sequence UAUACAUACACGCACACAUAAGA. The protein sequence of the target gene is MWGRLWPLLFSFLTVTAVPGPSLRRPSRELDATPRLTISYEELSQIRHFKGQTQNYSTLLLEEASERLLVGARGALFSLSARDIRDRTHKEIHWEASPEMQSKCHQKGKNNQTECFNHVRFLQRLNATHFYACGTHAFQPLCAAIDAETFILPTSFEEGKEKCPYDPARGFTGLIIDGGLYTATRYEFRSIPDIRRSRHPHSLRTEEAPMHWLNDAEFVFSVLVRESKTSAVGDDDKIYFFFMEREEGSSSFTQSRSSHRVARVARVCKGDLGGKKILQKKWTSFLKARLICHIPQYETL.... Result: 0 (no interaction). (4) The miRNA is hsa-miR-3529-5p with sequence AGGUAGACUGGGAUUUGUUGUU. The protein sequence of the target gene is MAQRTGLEDPERYLFVDRAVIYNPATQADWTAKKLVWIPSERHGFEAASIKEERGDEVMVELAENGKKAMVNKDDIQKMNPPKFSKVEDMAELTCLNEASVLHNLKDRYYSGLIYTYSGLFCVVINPYKNLPIYSENIIEMYRGKKRHEMPPHIYAISESAYRCMLQDREDQSILCTGESGAGKTENTKKVIQYLAHVASSHKGRKDHNIPGELERQLLQANPILESFGNAKTVKNDNSSRFGKFIRINFDVTGYIVGANIETYLLEKSRAVRQAKDERTFHIFYQLLSGAGEHLKSDLL.... Result: 0 (no interaction). (5) The miRNA is hsa-miR-15a-5p with sequence UAGCAGCACAUAAUGGUUUGUG. The protein sequence of the target gene is MRRASRDYTKYLRGSEEMGGGPGAPHEGPLHAPPPPAPHQPPAASRSMFVALLGLGLGQVVCSVALFFYFRAQMDPNRISEDGTHCIYRILRLHENADFQDTTLESQDTKLIPDSCRRIKQAFQGAVQKELQHIVGSQHIRAEKAMVDGSWLDLAKRSKLEAQPFAHLTINATDIPSGSHKVSLSSWYHDRGWAKISNMTFSNGKLIVNQDGFYYLYANICFRHHETSGDLATEYLQLMVYVTKTSIKIPSSHTLMKGGSTKYWSGNSEFHFYSINVGGFFKLRSGEEISIEVSNPSLLD.... Result: 0 (no interaction).